This data is from Peptide-MHC class II binding affinity with 134,281 pairs from IEDB. The task is: Regression. Given a peptide amino acid sequence and an MHC pseudo amino acid sequence, predict their binding affinity value. This is MHC class II binding data. (1) The peptide sequence is FDPYGAKISATPESA. The MHC is HLA-DQA10101-DQB10501 with pseudo-sequence HLA-DQA10101-DQB10501. The binding affinity (normalized) is 0.375. (2) The peptide sequence is SVLSVKLAGNSSLCSTSG. The MHC is DRB1_1501 with pseudo-sequence DRB1_1501. The binding affinity (normalized) is 0.387. (3) The peptide sequence is YDKFLANVWTVLTGK. The MHC is DRB1_1001 with pseudo-sequence DRB1_1001. The binding affinity (normalized) is 0.591.